From a dataset of NCI-60 drug combinations with 297,098 pairs across 59 cell lines. Regression. Given two drug SMILES strings and cell line genomic features, predict the synergy score measuring deviation from expected non-interaction effect. (1) Drug 1: C1=NC2=C(N=C(N=C2N1C3C(C(C(O3)CO)O)O)F)N. Drug 2: COC1=NC(=NC2=C1N=CN2C3C(C(C(O3)CO)O)O)N. Cell line: COLO 205. Synergy scores: CSS=9.92, Synergy_ZIP=-3.44, Synergy_Bliss=-0.0308, Synergy_Loewe=-6.84, Synergy_HSA=-4.74. (2) Drug 1: C1=C(C(=O)NC(=O)N1)F. Drug 2: CCCCC(=O)OCC(=O)C1(CC(C2=C(C1)C(=C3C(=C2O)C(=O)C4=C(C3=O)C=CC=C4OC)O)OC5CC(C(C(O5)C)O)NC(=O)C(F)(F)F)O. Cell line: OVCAR-5. Synergy scores: CSS=28.7, Synergy_ZIP=-1.76, Synergy_Bliss=-4.52, Synergy_Loewe=-4.30, Synergy_HSA=-4.21. (3) Cell line: PC-3. Drug 1: CN(C)C1=NC(=NC(=N1)N(C)C)N(C)C. Synergy scores: CSS=-5.27, Synergy_ZIP=0.302, Synergy_Bliss=-4.58, Synergy_Loewe=-5.36, Synergy_HSA=-5.65. Drug 2: C1CN(P(=O)(OC1)NCCCl)CCCl. (4) Drug 2: C(CCl)NC(=O)N(CCCl)N=O. Cell line: OVCAR-8. Drug 1: C(=O)(N)NO. Synergy scores: CSS=-0.819, Synergy_ZIP=-1.60, Synergy_Bliss=-3.02, Synergy_Loewe=-2.76, Synergy_HSA=-2.32. (5) Synergy scores: CSS=89.6, Synergy_ZIP=2.31, Synergy_Bliss=2.40, Synergy_Loewe=2.37, Synergy_HSA=5.37. Drug 1: C1=C(C(=O)NC(=O)N1)F. Cell line: MOLT-4. Drug 2: COC1=NC(=NC2=C1N=CN2C3C(C(C(O3)CO)O)O)N. (6) Drug 1: CC1C(C(=O)NC(C(=O)N2CCCC2C(=O)N(CC(=O)N(C(C(=O)O1)C(C)C)C)C)C(C)C)NC(=O)C3=C4C(=C(C=C3)C)OC5=C(C(=O)C(=C(C5=N4)C(=O)NC6C(OC(=O)C(N(C(=O)CN(C(=O)C7CCCN7C(=O)C(NC6=O)C(C)C)C)C)C(C)C)C)N)C. Drug 2: C1=NC2=C(N=C(N=C2N1C3C(C(C(O3)CO)O)O)F)N. Cell line: BT-549. Synergy scores: CSS=11.6, Synergy_ZIP=-3.92, Synergy_Bliss=1.96, Synergy_Loewe=0.459, Synergy_HSA=1.15.